From a dataset of Catalyst prediction with 721,799 reactions and 888 catalyst types from USPTO. Predict which catalyst facilitates the given reaction. (1) Reactant: [NH2:1][C@H:2]([C:13]([OH:15])=[O:14])[CH2:3][C:4]1[C:12]2[C:7](=[CH:8][CH:9]=[CH:10][CH:11]=2)[NH:6][CH:5]=1.[OH-].[Na+].[CH2:18]=O.Cl. Product: [CH2:18]1[C:5]2[NH:6][C:7]3[C:12](=[CH:11][CH:10]=[CH:9][CH:8]=3)[C:4]=2[CH2:3][CH:2]([C:13]([OH:15])=[O:14])[NH:1]1. The catalyst class is: 6. (2) Reactant: [CH2:1]([N:3]1[CH2:9][CH2:8][CH2:7][NH:6][CH2:5][CH2:4]1)[CH3:2].Cl[C:11]1[N:12]=[CH:13][C:14]([C:17]([NH:19][C:20]2[NH:21][N:22]=[C:23]([CH2:25][CH2:26][C:27]3[CH:32]=[C:31]([O:33][CH3:34])[CH:30]=[C:29]([O:35][CH3:36])[CH:28]=3)[CH:24]=2)=[O:18])=[N:15][CH:16]=1. Product: [CH3:36][O:35][C:29]1[CH:28]=[C:27]([CH2:26][CH2:25][C:23]2[CH:24]=[C:20]([NH:19][C:17]([C:14]3[CH:13]=[N:12][C:11]([N:6]4[CH2:7][CH2:8][CH2:9][N:3]([CH2:1][CH3:2])[CH2:4][CH2:5]4)=[CH:16][N:15]=3)=[O:18])[NH:21][N:22]=2)[CH:32]=[C:31]([O:33][CH3:34])[CH:30]=1. The catalyst class is: 376. (3) The catalyst class is: 4. Reactant: Cl.[C:2]1(=[O:13])[C:7]2([CH2:12][CH2:11][NH:10][CH2:9][CH2:8]2)[CH2:6][CH2:5][CH2:4][NH:3]1.C(N(CC)CC)C.[F:21][C:22]([F:35])([F:34])[O:23][C:24]1[CH:25]=[C:26]([S:30](Cl)(=[O:32])=[O:31])[CH:27]=[CH:28][CH:29]=1. Product: [F:35][C:22]([F:21])([F:34])[O:23][C:24]1[CH:25]=[C:26]([S:30]([N:10]2[CH2:11][CH2:12][C:7]3([C:2](=[O:13])[NH:3][CH2:4][CH2:5][CH2:6]3)[CH2:8][CH2:9]2)(=[O:32])=[O:31])[CH:27]=[CH:28][CH:29]=1. (4) Reactant: [H-].[Al+3].[Li+].[H-].[H-].[H-].[CH3:7][C:8]1[CH:9]=[CH:10][C:11]([C:14]2[CH:19]=[CH:18][C:17]([CH2:20][CH2:21][C:22](OCC)=[O:23])=[CH:16][CH:15]=2)=[N:12][CH:13]=1.S([O-])([O-])(=O)=O.[Na+].[Na+]. Product: [CH3:7][C:8]1[CH:9]=[CH:10][C:11]([C:14]2[CH:19]=[CH:18][C:17]([CH2:20][CH2:21][CH2:22][OH:23])=[CH:16][CH:15]=2)=[N:12][CH:13]=1. The catalyst class is: 7. (5) Reactant: [Cl:1][C:2]1[CH:17]=[CH:16][C:5]2[S:6][C:7]3[CH:15]=[CH:14][CH:13]=[CH:12][C:8]=3[C:9](=O)[NH:10][C:4]=2[CH:3]=1.CN(C)C1C=CC=CC=1.O=P(Cl)(Cl)Cl.[NH:32]1[CH2:37][CH2:36][NH:35][CH2:34][CH2:33]1.Cl. Product: [Cl:1][C:2]1[CH:17]=[CH:16][C:5]2[S:6][C:7]3[CH:15]=[CH:14][CH:13]=[CH:12][C:8]=3[C:9]([N:32]3[CH2:37][CH2:36][NH:35][CH2:34][CH2:33]3)=[N:10][C:4]=2[CH:3]=1. The catalyst class is: 11.